From a dataset of Full USPTO retrosynthesis dataset with 1.9M reactions from patents (1976-2016). Predict the reactants needed to synthesize the given product. (1) Given the product [NH:21]1[C:29]2[C:24](=[CH:25][C:26]([C:2]3[N:3]=[C:4]([N:15]4[CH2:20][CH2:19][O:18][CH2:17][CH2:16]4)[C:5]4[O:10][C:9]5[CH:11]=[CH:12][CH:13]=[CH:14][C:8]=5[C:6]=4[N:7]=3)=[CH:27][CH:28]=2)[CH:23]=[CH:22]1, predict the reactants needed to synthesize it. The reactants are: Cl[C:2]1[N:3]=[C:4]([N:15]2[CH2:20][CH2:19][O:18][CH2:17][CH2:16]2)[C:5]2[O:10][C:9]3[CH:11]=[CH:12][CH:13]=[CH:14][C:8]=3[C:6]=2[N:7]=1.[NH:21]1[C:29]2[C:24](=[CH:25][C:26](B3OC(C)(C)C(C)(C)O3)=[CH:27][CH:28]=2)[CH:23]=[CH:22]1. (2) Given the product [CH3:12][CH:11]([CH3:13])[CH2:10][CH2:9][NH:8][CH2:2][C:3]1[N:7]=[CH:6][O:5][N:4]=1.[CH3:18][CH:17]([CH3:26])[CH2:16][CH2:15][NH:14][CH2:2][C:3]1[N:7]=[CH:6][O:5][N:4]=1, predict the reactants needed to synthesize it. The reactants are: Cl[CH2:2][C:3]1[N:7]=[CH:6][O:5][N:4]=1.[NH2:8][CH2:9][CH2:10][CH:11]([CH3:13])[CH3:12].[NH2:14][C@H:15](C(O)=O)[CH2:16][C:17]1[CH:26]=C2C(C=CC=C2)=C[CH:18]=1. (3) Given the product [CH3:31][O:24][C:23]([C:20]1[CH:21]=[CH:22][C:16]2[CH:15]=[C:14]([C:3]([CH2:4][CH3:5])([C:6]3[CH:11]=[CH:10][C:9]([OH:12])=[C:8]([CH3:13])[CH:7]=3)[CH2:1][CH3:2])[S:18][C:17]=2[CH:19]=1)=[O:25], predict the reactants needed to synthesize it. The reactants are: [CH2:1]([C:3]([C:14]1[S:18][C:17]2[CH:19]=[C:20]([C:23]([OH:25])=[O:24])[CH:21]=[CH:22][C:16]=2[CH:15]=1)([C:6]1[CH:11]=[CH:10][C:9]([OH:12])=[C:8]([CH3:13])[CH:7]=1)[CH2:4][CH3:5])[CH3:2].OS(O)(=O)=O.[C:31]([O-])(O)=O.[Na+]. (4) Given the product [O:4]=[C:3]([C:5]1[CH:10]=[CH:9][C:8]([C:11]([F:12])([F:13])[F:14])=[CH:7][CH:6]=1)[CH2:2][NH:1][S:22]([CH2:19][CH2:18][CH3:17])(=[O:24])=[O:23], predict the reactants needed to synthesize it. The reactants are: [NH2:1][CH2:2][C:3]([C:5]1[CH:10]=[CH:9][C:8]([C:11]([F:14])([F:13])[F:12])=[CH:7][CH:6]=1)=[O:4].CC1[CH:17]=[CH:18][C:19]([S:22](O)(=[O:24])=[O:23])=CC=1.C(S(Cl)(=O)=O)CC.CCN(CC)CC. (5) The reactants are: [O:1]=[C:2]1[N:6]([C:7]([O:9][C:10]([CH3:13])([CH3:12])[CH3:11])=[O:8])[C@@H:5]2[C:14]3[C:19]([C:20](=[O:21])[C@@H:4]2[CH2:3]1)=[CH:18][CH:17]=[CH:16][CH:15]=3.[BH4-].[Na+].Cl. Given the product [OH:21][C@@H:20]1[C@H:4]2[C@H:5]([N:6]([C:7]([O:9][C:10]([CH3:13])([CH3:12])[CH3:11])=[O:8])[C:2](=[O:1])[CH2:3]2)[C:14]2[C:19]1=[CH:18][CH:17]=[CH:16][CH:15]=2, predict the reactants needed to synthesize it. (6) Given the product [ClH:1].[Cl:1][C:2]1[CH:3]=[C:4]([C@@H:9]2[O:15][CH2:14][CH2:13][NH:12][CH2:11][C@H:10]2[CH2:23][NH:24][C:25]([N:37]2[CH2:42][CH2:41][O:40][CH2:39][CH2:38]2)=[O:27])[CH:5]=[CH:6][C:7]=1[Cl:8], predict the reactants needed to synthesize it. The reactants are: [Cl:1][C:2]1[CH:3]=[C:4]([C@@H:9]2[O:15][CH2:14][CH2:13][N:12](C(OC(C)(C)C)=O)[CH2:11][C@H:10]2[CH2:23][NH:24][C:25]([O:27]C2C=CC([N+]([O-])=O)=CC=2)=O)[CH:5]=[CH:6][C:7]=1[Cl:8].[NH:37]1[CH2:42][CH2:41][O:40][CH2:39][CH2:38]1.